From a dataset of Forward reaction prediction with 1.9M reactions from USPTO patents (1976-2016). Predict the product of the given reaction. (1) Given the reactants [NH2:1][C@H:2]([C:5]1[CH:10]=[CH:9][CH:8]=[CH:7][CH:6]=1)[CH2:3][OH:4].[CH:11](=O)[CH2:12][CH2:13][CH:14]=[CH2:15].C([BH3-])#N.[Na+], predict the reaction product. The product is: [CH2:15]([NH:1][C@H:2]([C:5]1[CH:10]=[CH:9][CH:8]=[CH:7][CH:6]=1)[CH2:3][OH:4])[CH2:14][CH2:13][CH:12]=[CH2:11]. (2) Given the reactants [NH:1]1[CH2:6][CH2:5][CH:4]([CH2:7][OH:8])[CH2:3][CH2:2]1.[C:9]([Si:13](Cl)([CH3:15])[CH3:14])([CH3:12])([CH3:11])[CH3:10].N1C=CN=C1.C([O-])(O)=O.[Na+].[OH-].[Na+], predict the reaction product. The product is: [Si:13]([O:8][CH2:7][CH:4]1[CH2:5][CH2:6][NH:1][CH2:2][CH2:3]1)([C:9]([CH3:12])([CH3:11])[CH3:10])([CH3:15])[CH3:14]. (3) Given the reactants Cl[C:2]1[CH:3]=[C:4]([CH:7]=[C:8]([OH:10])[CH:9]=1)[C:5]#[N:6].C1(P(C2CCCCC2)C2CCCCC2)CCCCC1.CC([O-])=O.[K+].[B:35]1([B:35]2[O:39][C:38]([CH3:41])([CH3:40])[C:37]([CH3:43])([CH3:42])[O:36]2)[O:39][C:38]([CH3:41])([CH3:40])[C:37]([CH3:43])([CH3:42])[O:36]1, predict the reaction product. The product is: [OH:10][C:8]1[CH:7]=[C:4]([CH:3]=[C:2]([B:35]2[O:39][C:38]([CH3:41])([CH3:40])[C:37]([CH3:43])([CH3:42])[O:36]2)[CH:9]=1)[C:5]#[N:6]. (4) The product is: [CH3:21][S:22]([O:1][C@H:2]1[CH2:3][C@@H:4]([NH:6][C:7]([O:8][C:9]([CH3:10])([CH3:12])[CH3:11])=[O:13])[CH2:5]1)(=[O:24])=[O:23]. Given the reactants [OH:1][C@@H:2]1[CH2:5][C@H:4]([NH:6][C:7](=[O:13])[O:8][C:9]([CH3:12])([CH3:11])[CH3:10])[CH2:3]1.C(N(CC)CC)C.[CH3:21][S:22](Cl)(=[O:24])=[O:23].O, predict the reaction product.